Dataset: Full USPTO retrosynthesis dataset with 1.9M reactions from patents (1976-2016). Task: Predict the reactants needed to synthesize the given product. (1) Given the product [Cl:16][C:17]1[CH:24]=[C:23]([Cl:25])[CH:22]=[CH:21][C:18]=1[CH2:19][NH:20][C:9](=[O:11])[C:8]1[CH:12]=[CH:13][C:5]([O:4][CH2:3][C:2]([F:1])([F:15])[F:14])=[N:6][CH:7]=1, predict the reactants needed to synthesize it. The reactants are: [F:1][C:2]([F:15])([F:14])[CH2:3][O:4][C:5]1[CH:13]=[CH:12][C:8]([C:9]([OH:11])=O)=[CH:7][N:6]=1.[Cl:16][C:17]1[CH:24]=[C:23]([Cl:25])[CH:22]=[CH:21][C:18]=1[CH2:19][NH2:20].ON1C2C=CC=CC=2N=N1.Cl.C(N=C=NCCCN(C)C)C.C(N(C(C)C)CC)(C)C. (2) Given the product [CH2:1]([N:3]1[CH2:7][CH2:6][CH2:5][C@@H:4]1[C:8]([OH:10])=[O:9])[CH3:2], predict the reactants needed to synthesize it. The reactants are: [CH2:1]([N:3]1[CH2:7][CH2:6][CH2:5][C@H:4]1[C:8]([OH:10])=[O:9])[CH3:2].C(N1CCC[C@@H]1C(OC(C)(C)C)=O)C. (3) Given the product [CH3:9][O:8][C:7]1[C:2]2[N:1]=[C:23]([NH:22][C:17]3[CH:18]=[CH:19][CH:20]=[CH:21][C:16]=3[CH3:25])[O:15][C:3]=2[CH:4]=[C:5]([CH2:10][C:11]([OH:13])=[O:12])[CH:6]=1, predict the reactants needed to synthesize it. The reactants are: [NH2:1][C:2]1[C:7]([O:8][CH3:9])=[CH:6][C:5]([CH2:10][C:11]([O:13]C)=[O:12])=[CH:4][C:3]=1[OH:15].[C:16]1([CH3:25])[C:17]([N:22]=[C:23]=S)=[CH:18][CH:19]=[CH:20][CH:21]=1. (4) The reactants are: Br[CH2:2][C:3]1[C:11]2[S:10][C:9]([NH:12][C:13]3[C:18]([CH3:19])=[CH:17][C:16]([CH3:20])=[CH:15][C:14]=3[CH3:21])=[N:8][C:7]=2[CH:6]=[CH:5][CH:4]=1.C(=O)([O-])[O-].[K+].[K+].[CH2:28]([NH:31][CH2:32][CH2:33][CH3:34])[CH2:29][CH3:30]. Given the product [CH2:28]([N:31]([CH2:2][C:3]1[C:11]2[S:10][C:9]([NH:12][C:13]3[C:18]([CH3:19])=[CH:17][C:16]([CH3:20])=[CH:15][C:14]=3[CH3:21])=[N:8][C:7]=2[CH:6]=[CH:5][CH:4]=1)[CH2:32][CH2:33][CH3:34])[CH2:29][CH3:30], predict the reactants needed to synthesize it. (5) The reactants are: [C:1]([NH:5][C:6]1[N:14]=[C:13]([Cl:15])[N:12]=[C:11]2[C:7]=1[N:8]=[CH:9][N:10]2[CH:16]1[CH2:21][CH2:20][CH2:19][CH2:18][O:17]1)([CH3:4])([CH3:3])[CH3:2].[Li+].CC([N-]C(C)C)C.N#C[Br:32]. Given the product [Br:32][C:9]1[N:10]([CH:16]2[CH2:21][CH2:20][CH2:19][CH2:18][O:17]2)[C:11]2[C:7]([N:8]=1)=[C:6]([NH:5][C:1]([CH3:4])([CH3:2])[CH3:3])[N:14]=[C:13]([Cl:15])[N:12]=2, predict the reactants needed to synthesize it. (6) Given the product [CH3:1][O:2][C:3]1[CH:4]=[C:5]2[C:10](=[CH:11][C:12]=1[O:13][CH3:14])[N:9]=[CH:8][N:7]=[C:6]2[O:15][C:16]1[CH:22]=[CH:21][C:19]([NH:20][C:24](=[O:26])[O:47][CH:43]([CH2:42][CH2:41][N:38]2[CH2:39][CH2:40][O:35][CH2:36][CH2:37]2)[CH2:44][CH2:45][CH3:46])=[CH:18][CH:17]=1, predict the reactants needed to synthesize it. The reactants are: [CH3:1][O:2][C:3]1[CH:4]=[C:5]2[C:10](=[CH:11][C:12]=1[O:13][CH3:14])[N:9]=[CH:8][N:7]=[C:6]2[O:15][C:16]1[CH:22]=[CH:21][C:19]([NH2:20])=[CH:18][CH:17]=1.Cl[C:24](Cl)([O:26]C(=O)OC(Cl)(Cl)Cl)Cl.[O:35]1[CH2:40][CH2:39][N:38]([CH2:41][CH2:42][CH:43]([OH:47])[CH2:44][CH2:45][CH3:46])[CH2:37][CH2:36]1.C(=O)(O)[O-].[Na+]. (7) Given the product [Cl:34][C:28]1[CH:29]=[C:30]([Cl:33])[CH:31]=[CH:32][C:27]=1[C:25]1[N:26]=[C:22](/[CH:21]=[CH:20]/[C:17]2[CH:18]=[CH:19][C:14]([C:52]3[CH:51]=[CH:50][CH:49]=[C:48]([C:47]([F:58])([F:57])[F:46])[CH:53]=3)=[CH:15][CH:16]=2)[N:23]([CH2:35][C:36]2[CH:41]=[CH:40][C:39]([S:42]([CH3:45])(=[O:44])=[O:43])=[CH:38][CH:37]=2)[CH:24]=1, predict the reactants needed to synthesize it. The reactants are: CS(C1C=CC(CBr)=CC=1)(=O)=O.Br[C:14]1[CH:19]=[CH:18][C:17](/[CH:20]=[CH:21]/[C:22]2[N:23]([CH2:35][C:36]3[CH:41]=[CH:40][C:39]([S:42]([CH3:45])(=[O:44])=[O:43])=[CH:38][CH:37]=3)[CH:24]=[C:25]([C:27]3[CH:32]=[CH:31][C:30]([Cl:33])=[CH:29][C:28]=3[Cl:34])[N:26]=2)=[CH:16][CH:15]=1.[F:46][C:47]([F:58])([F:57])[C:48]1[CH:49]=[C:50](B(O)O)[CH:51]=[CH:52][CH:53]=1.